From a dataset of Catalyst prediction with 721,799 reactions and 888 catalyst types from USPTO. Predict which catalyst facilitates the given reaction. (1) Reactant: O.[O:2]1[CH:6]=[CH:5][C:4]([C:7]2[NH:8][CH:9]=[C:10]([C@@H:12]([OH:19])[C@H:13]([OH:18])[C@H:14]([OH:17])[CH2:15][OH:16])[N:11]=2)=[N:3]1. Product: [O:2]1[CH:6]=[CH:5][C:4]([C:7]2[NH:8][CH:9]=[C:10]([C@@H:12]([OH:19])[C@H:13]([OH:18])[C@H:14]([OH:17])[CH2:15][OH:16])[N:11]=2)=[N:3]1. The catalyst class is: 8. (2) Reactant: [NH2:1][C:2]1[CH:11]=[CH:10][CH:9]=[C:8]2[C:3]=1[CH:4]=[CH:5][N:6]=[CH:7]2.[NH2:12][C:13]1[CH:17]=[C:16]([CH3:18])[NH:15][N:14]=1.C[N:20](C=O)C. Product: [CH:7]1[C:8]2[C:3](=[C:2]([NH:1][N:20]=[C:17]3[C:16]([CH3:18])=[N:15][N:14]=[C:13]3[NH2:12])[CH:11]=[CH:10][CH:9]=2)[CH:4]=[CH:5][N:6]=1. The catalyst class is: 6. (3) Reactant: [CH3:1][N:2]([CH3:16])[S:3]([C:6]1[CH:7]=[C:8]2[C:12](=[CH:13][CH:14]=1)[NH:11][C:10](=[O:15])[CH2:9]2)(=[O:5])=[O:4].[CH:17]([C:19]1[NH:20][C:21]([CH3:39])=[C:22]([S:29]([C:32]2[CH:37]=[CH:36][C:35]([CH3:38])=[CH:34][CH:33]=2)(=[O:31])=[O:30])[C:23]=1[CH2:24][CH2:25][C:26]([OH:28])=[O:27])=O.N1CCCCC1. Product: [CH3:1][N:2]([CH3:16])[S:3]([C:6]1[CH:7]=[C:8]2[C:12](=[CH:13][CH:14]=1)[NH:11][C:10](=[O:15])/[C:9]/2=[CH:17]\[C:19]1[NH:20][C:21]([CH3:39])=[C:22]([S:29]([C:32]2[CH:33]=[CH:34][C:35]([CH3:38])=[CH:36][CH:37]=2)(=[O:30])=[O:31])[C:23]=1[CH2:24][CH2:25][C:26]([OH:28])=[O:27])(=[O:5])=[O:4]. The catalyst class is: 8. (4) Reactant: [F:1][C:2]([F:7])([F:6])[C:3]([OH:5])=[O:4].[NH2:8][CH2:9][C@H:10]([NH:12][C:13]1[C:14]2[S:31][C:30](=[O:32])[NH:29][C:15]=2[N:16]=[C:17]([S:19][CH2:20][C:21]2[CH:26]=[CH:25][CH:24]=[C:23]([F:27])[C:22]=2[F:28])[N:18]=1)[CH3:11].CC([Si](C)(C)[O:38][CH2:39][CH:40]=O)(C)C.C(O[BH-](OC(=O)C)OC(=O)C)(=O)C.[Na+].Cl. Product: [F:1][C:2]([F:7])([F:6])[C:3]([OH:5])=[O:4].[F:28][C:22]1[C:23]([F:27])=[CH:24][CH:25]=[CH:26][C:21]=1[CH2:20][S:19][C:17]1[N:18]=[C:13]([NH:12][C@H:10]([CH3:11])[CH2:9][NH:8][CH2:40][CH2:39][OH:38])[C:14]2[S:31][C:30](=[O:32])[NH:29][C:15]=2[N:16]=1. The catalyst class is: 1.